The task is: Predict the reaction yield, written as a fraction of the theoretical maximum amount of product (1.0 means a 100% yield; for example, 0.34 means a 34% yield).. This data is from Reaction yield outcomes from USPTO patents with 853,638 reactions. (1) The reactants are [C:1]([C:3]1[C:12]2[C:7](=[CH:8][CH:9]=[C:10]([O:13]C)[CH:11]=2)[N:6]=[C:5]([C:15]2[CH:20]=[CH:19][C:18]([O:21]C)=[CH:17][CH:16]=2)[CH:4]=1)#[N:2].N1C(=O)CC[C@H]1C(O)=O.Br. No catalyst specified. The product is [C:1]([C:3]1[C:12]2[C:7](=[CH:8][CH:9]=[C:10]([OH:13])[CH:11]=2)[N:6]=[C:5]([C:15]2[CH:20]=[CH:19][C:18]([OH:21])=[CH:17][CH:16]=2)[CH:4]=1)#[N:2]. The yield is 0.890. (2) The reactants are [Cl:1][C:2]1[CH:10]=[CH:9][C:8]([C:11]2[S:12][C:13]3[CH:19]=[CH:18][C:17]([C:20](O)=[O:21])=[CH:16][C:14]=3[CH:15]=2)=[C:7]2[C:3]=1[CH2:4][NH:5][C:6]2=[O:23].CCN=C=NCCCN(C)C.C1C=C2N=NN(O)C2=CC=1.O.[OH:46][CH2:47][CH2:48][N:49]1[CH2:54][CH2:53][NH:52][CH2:51][CH2:50]1. The catalyst is CN(C=O)C.C(OCC)(=O)C.O. The product is [Cl:1][C:2]1[CH:10]=[CH:9][C:8]([C:11]2[S:12][C:13]3[CH:19]=[CH:18][C:17]([C:20]([N:52]4[CH2:53][CH2:54][N:49]([CH2:48][CH2:47][OH:46])[CH2:50][CH2:51]4)=[O:21])=[CH:16][C:14]=3[CH:15]=2)=[C:7]2[C:3]=1[CH2:4][NH:5][C:6]2=[O:23]. The yield is 0.690. (3) The reactants are Cl[CH2:2][C:3]1[N:4]=[C:5]2[CH:10]=[CH:9][CH:8]=[CH:7][N:6]2[CH:11]=1.[I-].[Na+].[OH:14][CH2:15][C:16]([O:18]CC)=[O:17].[H-].[Na+].ICC1N=C2C=CC=CN2C=1. The catalyst is O1CCCC1. The product is [N:4]1[C:3]([CH2:2][O:14][CH2:15][C:16]([OH:18])=[O:17])=[CH:11][N:6]2[CH:7]=[CH:8][CH:9]=[CH:10][C:5]=12. The yield is 0.690. (4) The reactants are [CH3:1][O:2][CH2:3][CH2:4][CH2:5][C:6]([NH:8][NH2:9])=[O:7].[ClH:10].C(OCC)(=O)C. The catalyst is C(OCC)(=O)C. The product is [ClH:10].[CH3:1][O:2][CH2:3][CH2:4][CH2:5][C:6]([NH:8][NH2:9])=[O:7]. The yield is 0.890.